This data is from Forward reaction prediction with 1.9M reactions from USPTO patents (1976-2016). The task is: Predict the product of the given reaction. (1) Given the reactants C([O:4][CH:5]1[CH2:25][CH2:24][CH2:23][C:6]21[N:10]([CH3:11])[C:9](=[O:12])[N:8]([C:13]1[CH:18]=[CH:17][C:16]([C:19]#[N:20])=[C:15]([Cl:21])[C:14]=1[CH3:22])[CH2:7]2)(=O)C.C([O-])([O-])=O.[K+].[K+], predict the reaction product. The product is: [Cl:21][C:15]1[C:14]([CH3:22])=[C:13]([N:8]2[CH2:7][C:6]3([CH2:23][CH2:24][CH2:25][CH:5]3[OH:4])[N:10]([CH3:11])[C:9]2=[O:12])[CH:18]=[CH:17][C:16]=1[C:19]#[N:20]. (2) Given the reactants [Cl:1][C:2]1[CH:8]=[C:7]([O:9][C:10]2[C:19]3[C:14](=[CH:15][C:16]([O:22][CH3:23])=[C:17]([O:20][CH3:21])[CH:18]=3)[N:13]=[CH:12][N:11]=2)[CH:6]=[CH:5][C:3]=1[NH2:4].ClC(Cl)(O[C:28](=[O:34])[O:29][C:30](Cl)(Cl)Cl)Cl.[CH3:36][O:37][C:38]1[CH:43]=[CH:42][CH:41]=[CH:40][C:39]=1CO.C(=O)(O)[O-].[Na+], predict the reaction product. The product is: [Cl:1][C:2]1[CH:8]=[C:7]([O:9][C:10]2[C:19]3[C:14](=[CH:15][C:16]([O:22][CH3:23])=[C:17]([O:20][CH3:21])[CH:18]=3)[N:13]=[CH:12][N:11]=2)[CH:6]=[CH:5][C:3]=1[NH:4][C:28](=[O:34])[O:29][CH2:30][C:39]1[CH:40]=[CH:41][CH:42]=[CH:43][C:38]=1[O:37][CH3:36]. (3) Given the reactants [CH:1]1([NH2:5])[CH2:4][CH2:3][CH2:2]1.C1C=NC2N(O)N=NC=2C=1.[CH2:16]([CH:18]([N:21]1[C:25]2[CH:26]=[CH:27][C:28]([C:30]([NH:32][C@@H:33]([CH2:37][CH:38]([CH3:40])[CH3:39])[C:34](O)=[O:35])=[O:31])=[CH:29][C:24]=2[N:23]=[C:22]1[CH2:41][C:42]1[S:43][CH:44]=[CH:45][CH:46]=1)[CH2:19][CH3:20])[CH3:17].CCN(C(C)C)C(C)C.C1CN([P+](Br)(N2CCCC2)N2CCCC2)CC1.F[P-](F)(F)(F)(F)F, predict the reaction product. The product is: [CH:1]1([NH:5][C:34]([C@@H:33]([NH:32][C:30]([C:28]2[CH:27]=[CH:26][C:25]3[N:21]([CH:18]([CH2:19][CH3:20])[CH2:16][CH3:17])[C:22]([CH2:41][C:42]4[S:43][CH:44]=[CH:45][CH:46]=4)=[N:23][C:24]=3[CH:29]=2)=[O:31])[CH2:37][CH:38]([CH3:39])[CH3:40])=[O:35])[CH2:4][CH2:3][CH2:2]1. (4) The product is: [Br:20][C:21]1[CH:29]=[C:28]([C:30](/[N:12]=[C:6]2\[S:7][C:8]([CH3:11])=[C:9]([CH3:10])[N:5]\2[CH2:4][CH2:3][O:2][CH3:1])=[O:31])[C:24]2[O:25][CH2:26][CH2:27][C:23]=2[CH:22]=1. Given the reactants [CH3:1][O:2][CH2:3][CH2:4][N:5]1[C:9]([CH3:10])=[C:8]([CH3:11])[S:7][C:6]1=[NH:12].CCN(CC)CC.[Br:20][C:21]1[CH:29]=[C:28]([C:30](Cl)=[O:31])[C:24]2[O:25][CH2:26][CH2:27][C:23]=2[CH:22]=1, predict the reaction product. (5) Given the reactants [CH3:1][O:2][C:3](=[O:10])[CH2:4][CH:5]([Br:9])[C:6]([CH3:8])=[O:7].COC(=O)CCC(CBr)=O.COC(=O)CC(Br)C(CBr)=O.COC(=O)CCC(C)=O, predict the reaction product. The product is: [BrH:9].[CH3:1][O:2][C:3](=[O:10])[CH2:4][CH2:5][C:6]([CH3:8])=[O:7]. (6) Given the reactants [CH2:1]([NH:5][C:6]1[N:11]=[C:10]([NH:12][CH2:13][CH2:14][CH3:15])[N:9]=[C:8](Cl)[N:7]=1)[CH2:2][C:3]#[CH:4].[CH3:17][NH2:18].C1COCC1, predict the reaction product. The product is: [CH2:1]([NH:5][C:6]1[N:7]=[C:8]([NH:18][CH3:17])[N:9]=[C:10]([NH:12][CH2:13][CH2:14][CH3:15])[N:11]=1)[CH2:2][C:3]#[CH:4]. (7) Given the reactants [F:1][C:2]([F:27])([F:26])[C:3]1[CH:8]=[CH:7][C:6]([C:9]2[N:14]=[CH:13][N:12]=[C:11]([O:15][C:16]3[C:21]4[N:22]=[C:23]([NH2:25])[S:24][C:20]=4[CH:19]=[CH:18][CH:17]=3)[CH:10]=2)=[CH:5][CH:4]=1.[C:28]([O:31][C:32](=O)[CH:33](C1C=CC=CC=1)[OH:34])(=[O:30])[CH3:29].C(N(CC)CC)C, predict the reaction product. The product is: [F:27][C:2]([F:26])([F:1])[C:3]1[CH:8]=[CH:7][C:6]([C:9]2[N:14]=[CH:13][N:12]=[C:11]([O:15][C:16]3[C:21]4[N:22]=[C:23]([NH:25][C:33]([CH2:32][O:31][C:28](=[O:30])[CH3:29])=[O:34])[S:24][C:20]=4[CH:19]=[CH:18][CH:17]=3)[CH:10]=2)=[CH:5][CH:4]=1. (8) Given the reactants [CH3:1][O:2][C:3]([C:5]1[C:6]2[CH:7]=[CH:8][CH2:9][O:10][C:11]=2[C:12]([F:15])=[CH:13][CH:14]=1)=[O:4].[N:16]([O-:18])=[O:17].[Na+].II.S(S([O-])=O)([O-])(=O)=O.[Na+].[Na+], predict the reaction product. The product is: [CH3:1][O:2][C:3]([C:5]1[C:6]2[CH:7]=[C:8]([N+:16]([O-:18])=[O:17])[CH2:9][O:10][C:11]=2[C:12]([F:15])=[CH:13][CH:14]=1)=[O:4]. (9) Given the reactants [CH2:1]([C:3]1[C:11]2[C:6](=[C:7]([N:17]3[CH2:21][CH2:20][CH2:19][C:18]3=[O:22])[CH:8]=[C:9]([C:12]([O:14][CH2:15][CH3:16])=[O:13])[CH:10]=2)[NH:5][CH:4]=1)[CH3:2].[H-].[Na+].[CH2:25](I)C, predict the reaction product. The product is: [CH2:1]([C:3]1[C:11]2[C:6](=[C:7]([N:17]3[CH2:21][CH2:20][CH2:19][C:18]3=[O:22])[CH:8]=[C:9]([C:12]([O:14][CH2:15][CH3:16])=[O:13])[CH:10]=2)[N:5]([CH3:25])[CH:4]=1)[CH3:2]. (10) The product is: [O:16]=[C:10]1[CH2:15][CH2:14][CH2:13][CH:12]([NH:1][C:2]2[CH:9]=[CH:8][C:5]([C:6]#[N:7])=[CH:4][CH:3]=2)[CH2:11]1. Given the reactants [NH2:1][C:2]1[CH:9]=[CH:8][C:5]([C:6]#[N:7])=[CH:4][CH:3]=1.[C:10]1(=[O:16])[CH2:15][CH2:14][CH2:13][CH:12]=[CH:11]1, predict the reaction product.